Regression. Given a peptide amino acid sequence and an MHC pseudo amino acid sequence, predict their binding affinity value. This is MHC class II binding data. From a dataset of Peptide-MHC class II binding affinity with 134,281 pairs from IEDB. The peptide sequence is QRRTLDLLKYANFPL. The MHC is DRB1_0101 with pseudo-sequence DRB1_0101. The binding affinity (normalized) is 0.535.